This data is from Forward reaction prediction with 1.9M reactions from USPTO patents (1976-2016). The task is: Predict the product of the given reaction. (1) Given the reactants [CH2:1]([O:3][C:4]([C:6]1[C:7]([OH:23])=[C:8]2[C:15]([C:16]3[CH:21]=[CH:20][C:19]([Cl:22])=[CH:18][CH:17]=3)=[N:14][S:13][C:9]2=[C:10](Br)[N:11]=1)=[O:5])[CH3:2].[CH3:24][O:25][C:26]1[CH:31]=[CH:30][C:29](B(O)O)=[CH:28][N:27]=1, predict the reaction product. The product is: [CH2:1]([O:3][C:4]([C:6]1[C:7]([OH:23])=[C:8]2[C:15]([C:16]3[CH:21]=[CH:20][C:19]([Cl:22])=[CH:18][CH:17]=3)=[N:14][S:13][C:9]2=[C:10]([C:29]2[CH:28]=[N:27][C:26]([O:25][CH3:24])=[CH:31][CH:30]=2)[N:11]=1)=[O:5])[CH3:2]. (2) Given the reactants [CH2:1]([N:3]([C:31](=O)[C:32]1[CH:37]=[CH:36][C:35]([OH:38])=[C:34]([F:39])[CH:33]=1)[C:4]1[CH:9]=[C:8]([O:10][CH3:11])[C:7]([O:12][CH3:13])=[CH:6][C:5]=1[CH:14]1[CH2:23][CH2:22][C:21]2[CH:20]=[C:19]([O:24]C(=O)C(C)(C)C)[CH:18]=[CH:17][C:16]=2[CH2:15]1)[CH3:2].Cl[CH2:42][C:43]([N:45]1[CH2:50][CH2:49][CH:48]([CH3:51])[CH2:47][CH2:46]1)=O, predict the reaction product. The product is: [CH2:1]([N:3]([CH2:31][C:32]1[CH:37]=[CH:36][C:35]([O:38][CH2:42][CH2:43][N:45]2[CH2:50][CH2:49][CH:48]([CH3:51])[CH2:47][CH2:46]2)=[C:34]([F:39])[CH:33]=1)[C:4]1[CH:9]=[C:8]([O:10][CH3:11])[C:7]([O:12][CH3:13])=[CH:6][C:5]=1[CH:14]1[CH2:23][CH2:22][C:21]2[CH:20]=[C:19]([OH:24])[CH:18]=[CH:17][C:16]=2[CH2:15]1)[CH3:2]. (3) Given the reactants [Cl:1][C:2]1[CH:7]=[CH:6][C:5]([C:8]2[CH:13]=[C:12](O)[N:11]3[N:15]=[CH:16][C:17](C([O-])=O)=[C:10]3[N:9]=2)=[CH:4][CH:3]=1.P(Cl)(Cl)([Cl:23])=O.CN(C)C1C=CC=CC=1, predict the reaction product. The product is: [Cl:23][C:12]1[N:11]2[N:15]=[CH:16][CH:17]=[C:10]2[N:9]=[C:8]([C:5]2[CH:6]=[CH:7][C:2]([Cl:1])=[CH:3][CH:4]=2)[CH:13]=1. (4) Given the reactants [NH2:1][C:2]1[CH:7]=[CH:6][C:5](Br)=[CH:4][N:3]=1.[NH:9]1[CH2:14][CH2:13][O:12][CH2:11][CH2:10]1.CN(C1C(C2C(P(C3CCCCC3)C3CCCCC3)=CC=CC=2)=CC=CC=1)C.C[Si]([N-][Si](C)(C)C)(C)C.[Li+].C1COCC1, predict the reaction product. The product is: [N:9]1([C:5]2[CH:6]=[CH:7][C:2]([NH2:1])=[N:3][CH:4]=2)[CH2:14][CH2:13][O:12][CH2:11][CH2:10]1. (5) Given the reactants [F:1][C:2]([F:31])([CH2:18][CH:19]1[C:24](=[O:25])[N:23]([CH:26]([CH3:28])[CH3:27])[C:22](=[O:29])[NH:21][C:20]1=[O:30])[C@@H:3]([NH:10]C(=O)OC(C)(C)C)[C:4]1[CH:9]=[CH:8][CH:7]=[CH:6][CH:5]=1.[ClH:32], predict the reaction product. The product is: [ClH:32].[NH2:10][C@@H:3]([C:4]1[CH:5]=[CH:6][CH:7]=[CH:8][CH:9]=1)[C:2]([F:1])([F:31])[CH2:18][CH:19]1[C:24](=[O:25])[N:23]([CH:26]([CH3:27])[CH3:28])[C:22](=[O:29])[NH:21][C:20]1=[O:30]. (6) Given the reactants C1(C)C=CC=CC=1P(C1C=CC=CC=1C)C1C=CC=CC=1C.C(N(CC)CC)C.[C:30]([NH:34][C:35](=[O:56])[CH2:36][N:37]1[C:46](=[O:47])[C:45]2[C:40](=[CH:41][CH:42]=[C:43](I)[CH:44]=2)[N:39]=[C:38]1[C:49]1[CH:54]=[CH:53][CH:52]=[C:51]([Cl:55])[CH:50]=1)([CH3:33])([CH3:32])[CH3:31].[CH2:57]([OH:61])[CH2:58][CH:59]=[CH2:60], predict the reaction product. The product is: [C:30]([NH:34][C:35](=[O:56])[CH2:36][N:37]1[C:46](=[O:47])[C:45]2[C:40](=[CH:41][CH:42]=[C:43]([CH:60]=[CH:59][CH2:58][CH2:57][OH:61])[CH:44]=2)[N:39]=[C:38]1[C:49]1[CH:54]=[CH:53][CH:52]=[C:51]([Cl:55])[CH:50]=1)([CH3:33])([CH3:32])[CH3:31]. (7) Given the reactants C([O:3][C:4]([C:6]1([CH2:22][CH2:23]OC)[CH2:11][CH2:10][N:9]([S:12]([C:15]2[CH:20]=[CH:19][CH:18]=[CH:17][C:16]=2[Cl:21])(=[O:14])=[O:13])[CH2:8][CH2:7]1)=O)C.[Cl-].C[Al+]C.[CH2:30]([C:32]1[CH:37]=[CH:36][C:35]([CH2:38][CH2:39][NH2:40])=[CH:34][CH:33]=1)[CH3:31], predict the reaction product. The product is: [Cl:21][C:16]1[CH:17]=[CH:18][CH:19]=[CH:20][C:15]=1[S:12]([N:9]1[CH2:8][CH2:7][C:6]2([C:4](=[O:3])[N:40]([CH2:39][CH2:38][C:35]3[CH:36]=[CH:37][C:32]([CH2:30][CH3:31])=[CH:33][CH:34]=3)[CH2:23][CH2:22]2)[CH2:11][CH2:10]1)(=[O:14])=[O:13]. (8) Given the reactants Cl[C:2]1[CH:12]=[CH:11][C:5]([C:6]([O:8][CH2:9][CH3:10])=[O:7])=[CH:4][N:3]=1.[N:13]1([C:19]([O:21][C:22]([CH3:25])([CH3:24])[CH3:23])=[O:20])[CH2:18][CH2:17][NH:16][CH2:15][CH2:14]1.C(N(CC)C(C)C)(C)C, predict the reaction product. The product is: [CH2:9]([O:8][C:6]([C:5]1[CH:11]=[CH:12][C:2]([N:16]2[CH2:15][CH2:14][N:13]([C:19]([O:21][C:22]([CH3:25])([CH3:24])[CH3:23])=[O:20])[CH2:18][CH2:17]2)=[N:3][CH:4]=1)=[O:7])[CH3:10]. (9) Given the reactants C([O:3][C:4](=[O:22])[CH2:5][O:6][C:7]1[CH:12]=[CH:11][C:10]([Br:13])=[CH:9][C:8]=1[CH2:14][NH:15][CH2:16][C:17]([O:19]CC)=O)C.[Cl:23][C:24]1[CH:33]=[CH:32][C:27]([CH2:28][N:29]=[C:30]=[O:31])=[CH:26][CH:25]=1, predict the reaction product. The product is: [Br:13][C:10]1[CH:11]=[CH:12][C:7]([O:6][CH2:5][C:4]([OH:3])=[O:22])=[C:8]([CH2:14][N:15]2[CH2:16][C:17](=[O:19])[N:29]([CH2:28][C:27]3[CH:32]=[CH:33][C:24]([Cl:23])=[CH:25][CH:26]=3)[C:30]2=[O:31])[CH:9]=1. (10) Given the reactants [CH3:1][NH:2][S:3]([CH2:6][CH2:7][C:8]1[CH:9]=[C:10]2[C:14](=[CH:15][CH:16]=1)[NH:13][CH:12]=[C:11]2[CH:17]1[CH2:22][CH2:21][N:20]([CH3:23])[CH2:19][CH2:18]1)(=[O:5])=[O:4].[ClH:24], predict the reaction product. The product is: [ClH:24].[CH3:1][NH:2][S:3]([CH2:6][CH2:7][C:8]1[CH:9]=[C:10]2[C:14](=[CH:15][CH:16]=1)[NH:13][CH:12]=[C:11]2[CH:17]1[CH2:22][CH2:21][N:20]([CH3:23])[CH2:19][CH2:18]1)(=[O:4])=[O:5].